Dataset: Full USPTO retrosynthesis dataset with 1.9M reactions from patents (1976-2016). Task: Predict the reactants needed to synthesize the given product. (1) Given the product [CH3:1][C@H:2]1[N:7]([CH2:43][C:39]([F:42])([F:41])[F:40])[C:6](=[O:8])[CH:5]([NH:9][C:10](=[O:16])[O:11][C:12]([CH3:15])([CH3:13])[CH3:14])[CH2:4][C@H:3]1[C:17]1[CH:22]=[CH:21][CH:20]=[CH:19][C:18]=1[CH3:23], predict the reactants needed to synthesize it. The reactants are: [CH3:1][C@H:2]1[NH:7][C:6](=[O:8])[CH:5]([NH:9][C:10](=[O:16])[O:11][C:12]([CH3:15])([CH3:14])[CH3:13])[CH2:4][C@H:3]1[C:17]1[CH:22]=[CH:21][CH:20]=[CH:19][C:18]=1[CH3:23].CN1C(=O)N(C)CCC1.C(O[Li])(C)(C)C.[C:39]([CH2:43]OS(C(F)(F)F)(=O)=O)([F:42])([F:41])[F:40]. (2) Given the product [C:38]([N:22]1[CH2:21][CH2:20][CH:19]([C:11]([OH:25])([CH2:12][C:13]2[CH:14]=[CH:15][CH:16]=[CH:17][CH:18]=2)[C:10]([NH:9][C:6]2[CH:7]=[CH:8][C:3]([C:1]#[N:2])=[C:4]([C:27]([F:29])([F:28])[F:30])[CH:5]=2)=[O:26])[CH2:24][CH2:23]1)(=[O:45])[C:39]1[CH:44]=[CH:43][CH:42]=[CH:41][CH:40]=1, predict the reactants needed to synthesize it. The reactants are: [C:1]([C:3]1[CH:8]=[CH:7][C:6]([NH:9][C:10](=[O:26])[C:11]([OH:25])([CH:19]2[CH2:24][CH2:23][NH:22][CH2:21][CH2:20]2)[CH2:12][C:13]2[CH:18]=[CH:17][CH:16]=[CH:15][CH:14]=2)=[CH:5][C:4]=1[C:27]([F:30])([F:29])[F:28])#[N:2].C(N(CC)CC)C.[C:38](Cl)(=[O:45])[C:39]1[CH:44]=[CH:43][CH:42]=[CH:41][CH:40]=1.C(=O)([O-])O.[Na+]. (3) Given the product [C:1]([O:5][C:6](=[O:22])[NH:7][C:8]1[CH:13]=[C:12]([N:14]([CH2:16][CH:17]([CH3:18])[CH3:19])[CH3:15])[C:11]([CH3:20])=[CH:10][C:9]=1[NH:21][C:28](=[O:27])[CH2:29][C:30]([C:32]1[CH:37]=[CH:36][CH:35]=[C:34]([C:38]2[O:42][N:41]=[C:40]([CH3:43])[CH:39]=2)[CH:33]=1)=[O:31])([CH3:3])([CH3:2])[CH3:4], predict the reactants needed to synthesize it. The reactants are: [C:1]([O:5][C:6](=[O:22])[NH:7][C:8]1[CH:13]=[C:12]([N:14]([CH2:16][CH:17]([CH3:19])[CH3:18])[CH3:15])[C:11]([CH3:20])=[CH:10][C:9]=1[NH2:21])([CH3:4])([CH3:3])[CH3:2].C([O:27][C:28](=O)[CH2:29][C:30]([C:32]1[CH:37]=[CH:36][CH:35]=[C:34]([C:38]2[O:42][N:41]=[C:40]([CH3:43])[CH:39]=2)[CH:33]=1)=[O:31])(C)(C)C. (4) Given the product [NH2:13][C:12]1[CH:11]=[CH:10][C:4]([C:5]([N:7]([CH3:9])[CH3:8])=[O:6])=[CH:3][C:2]=1[F:1], predict the reactants needed to synthesize it. The reactants are: [F:1][C:2]1[CH:3]=[C:4]([CH:10]=[CH:11][C:12]=1[N+:13]([O-])=O)[C:5]([N:7]([CH3:9])[CH3:8])=[O:6]. (5) Given the product [F:34][C:30]1[CH:29]=[C:28]2[C:33]([C:25]([C:22]3[CH:21]=[CH:20][C:19]4[N:1]=[C:2]([CH2:3][CH:4]5[CH2:9][CH2:8][N:7]([C:10]([O:12][C:13]([CH3:14])([CH3:16])[CH3:15])=[O:11])[CH2:6][CH2:5]5)[O:17][C:24]=4[CH:23]=3)=[CH:26][N:27]2[S:35]([C:38]2[CH:43]=[CH:42][CH:41]=[CH:40][CH:39]=2)(=[O:36])=[O:37])=[CH:32][CH:31]=1, predict the reactants needed to synthesize it. The reactants are: [NH2:1][C:2](=[O:17])[CH2:3][CH:4]1[CH2:9][CH2:8][N:7]([C:10]([O:12][C:13]([CH3:16])([CH3:15])[CH3:14])=[O:11])[CH2:6][CH2:5]1.N[C:19]1[CH:24]=[CH:23][C:22]([C:25]2[C:33]3[C:28](=[CH:29][C:30]([F:34])=[CH:31][CH:32]=3)[N:27]([S:35]([C:38]3[CH:43]=[CH:42][CH:41]=[CH:40][CH:39]=3)(=[O:37])=[O:36])[CH:26]=2)=[CH:21][C:20]=1O. (6) Given the product [C:1]([O:4][CH2:5][CH2:6][C:7]1[C:16]2[C:11](=[CH:12][CH:13]=[CH:14][CH:15]=2)[C:10]([O:17][CH2:18][C:19]2[CH:24]=[CH:23][CH:22]=[CH:21][CH:20]=2)=[CH:9][C:8]=1[NH2:25])(=[O:3])[CH3:2], predict the reactants needed to synthesize it. The reactants are: [C:1]([O:4][CH2:5][CH2:6][C:7]1[C:16]2[C:11](=[CH:12][CH:13]=[CH:14][CH:15]=2)[C:10]([O:17][CH2:18][C:19]2[CH:24]=[CH:23][CH:22]=[CH:21][CH:20]=2)=[CH:9][C:8]=1[N+:25]([O-])=O)(=[O:3])[CH3:2]. (7) Given the product [OH:1][CH2:2][CH2:3][CH2:4][C:5]1[NH:24][C:8]2[N:9]=[CH:10][N:11]=[C:12]([NH:13][C:14]3[CH:23]=[CH:22][C:17]4[NH:18][C:19](=[O:21])[S:20][C:16]=4[CH:15]=3)[C:7]=2[CH:6]=1, predict the reactants needed to synthesize it. The reactants are: [OH:1][CH2:2][C:3]#[C:4][C:5]1[NH:24][C:8]2[N:9]=[CH:10][N:11]=[C:12]([NH:13][C:14]3[CH:23]=[CH:22][C:17]4[NH:18][C:19](=[O:21])[S:20][C:16]=4[CH:15]=3)[C:7]=2[CH:6]=1.C(O)C.